Dataset: Forward reaction prediction with 1.9M reactions from USPTO patents (1976-2016). Task: Predict the product of the given reaction. (1) Given the reactants [OH:1][C@H:2]1[CH2:6][N:5]([C:7](=[O:28])[CH2:8][C:9]([C:22]2[CH:27]=[CH:26][CH:25]=[CH:24][CH:23]=2)([C:16]2[CH:21]=[CH:20][CH:19]=[CH:18][CH:17]=2)[C:10]2[CH:15]=[CH:14][CH:13]=[CH:12][CH:11]=2)[C@H:4]([C:29]([N:31]2[CH2:35][CH2:34][CH2:33][C@@H:32]2[C:36]([NH:38][CH2:39][C@@H:40]2[CH2:45][CH2:44][CH2:43][N:42]([CH2:46][CH2:47][CH3:48])[CH2:41]2)=[O:37])=[O:30])[CH2:3]1.[CH2:49]([I:52])[CH2:50][CH3:51], predict the reaction product. The product is: [I-:52].[OH:1][C@H:2]1[CH2:6][N:5]([C:7](=[O:28])[CH2:8][C:9]([C:22]2[CH:27]=[CH:26][CH:25]=[CH:24][CH:23]=2)([C:10]2[CH:15]=[CH:14][CH:13]=[CH:12][CH:11]=2)[C:16]2[CH:17]=[CH:18][CH:19]=[CH:20][CH:21]=2)[C@H:4]([C:29]([N:31]2[CH2:35][CH2:34][CH2:33][C@@H:32]2[C:36]([NH:38][CH2:39][C@@H:40]2[CH2:45][CH2:44][CH2:43][N+:42]([CH2:49][CH2:50][CH3:51])([CH2:46][CH2:47][CH3:48])[CH2:41]2)=[O:37])=[O:30])[CH2:3]1. (2) Given the reactants Cl[C:2]1[N:7]=[CH:6][C:5]([CH2:8][N:9]2[CH:14]=[C:13]3[N:15]=[C:16]([C:18]4[CH:23]=[CH:22][CH:21]=[C:20]([F:24])[C:19]=4[F:25])[N:17]=[C:12]3[CH:11]=[N:10]2)=[CH:4][CH:3]=1.[F:26][C:27]([F:39])([F:38])[O:28][C:29]1[CH:34]=[CH:33][C:32](B(O)O)=[CH:31][CH:30]=1, predict the reaction product. The product is: [F:25][C:19]1[C:20]([F:24])=[CH:21][CH:22]=[CH:23][C:18]=1[C:16]1[N:17]=[C:12]2[CH:11]=[N:10][N:9]([CH2:8][C:5]3[CH:6]=[N:7][C:2]([C:32]4[CH:31]=[CH:30][C:29]([O:28][C:27]([F:26])([F:38])[F:39])=[CH:34][CH:33]=4)=[CH:3][CH:4]=3)[CH:14]=[C:13]2[N:15]=1.